This data is from Full USPTO retrosynthesis dataset with 1.9M reactions from patents (1976-2016). The task is: Predict the reactants needed to synthesize the given product. (1) Given the product [C:10]([C:7]1[CH:8]=[CH:9][C:4]([O:3][CH2:1][CH3:2])=[C:5]([N:13]=[C:35]2[N:34]([CH2:27][C:28]3[CH:29]=[CH:30][CH:31]=[CH:32][CH:33]=3)[C:38](=[O:39])[C:37](=[C:40]3[N:44]([CH3:45])[C:43]4[CH:46]=[CH:47][CH:48]=[CH:49][C:42]=4[S:41]3)[S:36]2)[CH:6]=1)(=[O:12])[CH3:11], predict the reactants needed to synthesize it. The reactants are: [CH2:1]([O:3][C:4]1[CH:9]=[CH:8][C:7]([C:10](=[O:12])[CH3:11])=[CH:6][C:5]=1[N+:13]([O-])=O)[CH3:2].C1(C)C=CC(S([O-])(=O)=O)=CC=1.[CH2:27]([N:34]1[C:38](=[O:39])[C:37](=[C:40]2[N:44]([CH3:45])[C:43]3[CH:46]=[CH:47][CH:48]=[CH:49][C:42]=3[S:41]2)[S:36][CH2+:35]1SC)[C:28]1[CH:33]=[CH:32][CH:31]=[CH:30][CH:29]=1. (2) Given the product [Cl:39][C:36]1[CH:37]=[N:38][C:30]([NH:29][CH2:5][CH2:4][O:3][CH2:1][CH3:2])=[C:31]([CH:35]=1)[C:32]([OH:34])=[O:33], predict the reactants needed to synthesize it. The reactants are: [CH2:1]([O:3][CH2:4][CH2:5]O)[CH3:2].CC(OI1(OC(C)=O)(OC(C)=O)OC(=O)C2C=CC=CC1=2)=O.[NH2:29][C:30]1[N:38]=[CH:37][C:36]([Cl:39])=[CH:35][C:31]=1[C:32]([OH:34])=[O:33].C(O)(=O)C.C(O[BH-](OC(=O)C)OC(=O)C)(=O)C.[Na+].